This data is from Peptide-MHC class I binding affinity with 185,985 pairs from IEDB/IMGT. The task is: Regression. Given a peptide amino acid sequence and an MHC pseudo amino acid sequence, predict their binding affinity value. This is MHC class I binding data. The peptide sequence is DIVRVFNEY. The MHC is HLA-B27:05 with pseudo-sequence HLA-B27:05. The binding affinity (normalized) is 0.0847.